Dataset: Forward reaction prediction with 1.9M reactions from USPTO patents (1976-2016). Task: Predict the product of the given reaction. (1) Given the reactants COC(=O)C(NC1C=C(Cl)C=C(Cl)C=1OCC1C=CC=CC=1)=CC([O-])=O.C([O:34][C:35]([C:37]1[CH:46]=[C:45]([O:47]CC2C=CC=CC=2)[C:44]2[C:39](=[C:40]([O:62]CC3C=CC=CC=3)[CH:41]=[C:42]([C:55]3[CH:60]=[CH:59][CH:58]=[CH:57][C:56]=3[Cl:61])[CH:43]=2)[N:38]=1)=[O:36])C1C=CC=CC=1, predict the reaction product. The product is: [OH:47][C:45]1[C:44]2[C:39](=[C:40]([OH:62])[CH:41]=[C:42]([C:55]3[CH:60]=[CH:59][CH:58]=[CH:57][C:56]=3[Cl:61])[CH:43]=2)[N:38]=[C:37]([C:35]([OH:36])=[O:34])[CH:46]=1. (2) Given the reactants [CH3:1][O:2][C:3]1[CH:4]=[C:5]([CH:23]=[CH:24][C:25]=1[O:26][CH3:27])[CH2:6][CH:7]1[C:16]2[C:11](=[CH:12][C:13]([O:21][CH3:22])=[C:14]([O:17][CH:18]([CH3:20])[CH3:19])[CH:15]=2)[CH2:10][CH2:9][NH:8]1.Br[CH2:29][C:30](Br)=[O:31].[C:33]1([CH2:39][CH2:40][NH2:41])[CH:38]=[CH:37][CH:36]=[CH:35][CH:34]=1, predict the reaction product. The product is: [CH3:1][O:2][C:3]1[CH:4]=[C:5]([CH:23]=[CH:24][C:25]=1[O:26][CH3:27])[CH2:6][CH:7]1[C:16]2[C:11](=[CH:12][C:13]([O:21][CH3:22])=[C:14]([O:17][CH:18]([CH3:20])[CH3:19])[CH:15]=2)[CH2:10][CH2:9][N:8]1[CH2:29][C:30]([NH:41][CH2:40][CH2:39][C:33]1[CH:38]=[CH:37][CH:36]=[CH:35][CH:34]=1)=[O:31]. (3) Given the reactants [Cl:1][C:2]1[CH:7]=[C:6]([CH3:8])[CH:5]=[C:4]([Cl:9])[C:3]=1[OH:10].Br[CH2:12][CH2:13][CH2:14][OH:15].C([O-])([O-])=O.[K+].[K+], predict the reaction product. The product is: [Cl:1][C:2]1[CH:7]=[C:6]([CH3:8])[CH:5]=[C:4]([Cl:9])[C:3]=1[O:10][CH2:12][CH2:13][CH2:14][OH:15]. (4) Given the reactants [NH2:1][C:2]1[C:7]([C:8]2[N:17]([C:18]3[CH:23]=[CH:22][C:21]([C:24]4([NH:28][C:29](=[O:35])[O:30][C:31]([CH3:34])([CH3:33])[CH3:32])[CH2:27][CH2:26][CH2:25]4)=[CH:20][CH:19]=3)[C:11]3=[N:12][C:13](Cl)=[CH:14][CH:15]=[C:10]3[N:9]=2)=[CH:6][CH:5]=[CH:4][N:3]=1.CC1(C)C(C)(C)OB([C:44]2[CH:45]=[C:46]([N:50]3[CH2:55][CH2:54][S:53](=[O:57])(=[O:56])[CH2:52][CH2:51]3)[CH:47]=[CH:48][CH:49]=2)O1.[OH-].[Na+], predict the reaction product. The product is: [C:31]([O:30][C:29](=[O:35])[NH:28][C:24]1([C:21]2[CH:22]=[CH:23][C:18]([N:17]3[C:11]4=[N:12][C:13]([C:44]5[CH:49]=[CH:48][CH:47]=[C:46]([N:50]6[CH2:55][CH2:54][S:53](=[O:56])(=[O:57])[CH2:52][CH2:51]6)[CH:45]=5)=[CH:14][CH:15]=[C:10]4[N:9]=[C:8]3[C:7]3[C:2]([NH2:1])=[N:3][CH:4]=[CH:5][CH:6]=3)=[CH:19][CH:20]=2)[CH2:27][CH2:26][CH2:25]1)([CH3:32])([CH3:33])[CH3:34]. (5) The product is: [C:1]1([NH:7][C:8]([C:10]2[CH:11]=[C:12]([NH:16][C:17]([CH:19]3[C:27]4[C:22](=[CH:23][CH:24]=[C:25]([C:28](=[O:29])[CH3:33])[CH:26]=4)[N:21]([CH2:34][CH3:35])[C:20]3=[O:36])=[O:18])[CH:13]=[CH:14][CH:15]=2)=[O:9])[CH:6]=[CH:5][CH:4]=[CH:3][CH:2]=1. Given the reactants [C:1]1([NH:7][C:8]([C:10]2[CH:11]=[C:12]([NH:16][C:17]([CH:19]3[C:27]4[C:22](=[CH:23][CH:24]=[C:25]([C:28]5([CH3:33])OCC[O:29]5)[CH:26]=4)[N:21]([CH2:34][CH3:35])[C:20]3=[O:36])=[O:18])[CH:13]=[CH:14][CH:15]=2)=[O:9])[CH:6]=[CH:5][CH:4]=[CH:3][CH:2]=1.Cl, predict the reaction product. (6) Given the reactants Br[C:2]1[CH:3]=[C:4]([C:8]([NH:11][C:12](=[O:22])[O:13][CH:14]2[CH:19]3[CH2:20][CH2:21][N:16]([CH2:17][CH2:18]3)[CH2:15]2)([CH3:10])[CH3:9])[CH:5]=[CH:6][CH:7]=1.[F:23][C:24]1[CH:29]=[CH:28][C:27](B(O)O)=[CH:26][CH:25]=1, predict the reaction product. The product is: [F:23][C:24]1[CH:29]=[CH:28][C:27]([C:2]2[CH:7]=[CH:6][CH:5]=[C:4]([C:8]([NH:11][C:12](=[O:22])[O:13][CH:14]3[CH:19]4[CH2:20][CH2:21][N:16]([CH2:17][CH2:18]4)[CH2:15]3)([CH3:10])[CH3:9])[CH:3]=2)=[CH:26][CH:25]=1.